This data is from Reaction yield outcomes from USPTO patents with 853,638 reactions. The task is: Predict the reaction yield, written as a fraction of the theoretical maximum amount of product (1.0 means a 100% yield; for example, 0.34 means a 34% yield). (1) The product is [NH2:1][C:4]1[CH:12]=[CH:11][CH:10]=[C:9]2[C:5]=1[CH2:6][CH2:7][CH:8]2[N:13]1[CH2:14][CH2:15][N:16]([C:19]([O:21][CH3:22])=[O:20])[CH2:17][CH2:18]1. The catalyst is [Fe].CC(O)=O. The yield is 0.920. The reactants are [N+:1]([C:4]1[CH:12]=[CH:11][CH:10]=[C:9]2[C:5]=1[CH2:6][CH2:7][CH:8]2[N:13]1[CH2:18][CH2:17][N:16]([C:19]([O:21][CH3:22])=[O:20])[CH2:15][CH2:14]1)([O-])=O. (2) The reactants are [CH3:1][S:2][CH:3]([C:5]1[CH:6]=[CH:7][C:8]([C:11]([F:17])([F:16])[C:12]([F:15])([F:14])[F:13])=[N:9][CH:10]=1)[CH3:4].[N:18]#[C:19][NH2:20].C(O)(=O)C.C(O)(=O)C.IC1C=CC=CC=1. The catalyst is C1COCC1. The product is [F:16][C:11]([F:17])([C:8]1[N:9]=[CH:10][C:5]([CH:3]([S:2]([CH3:1])=[N:20][C:19]#[N:18])[CH3:4])=[CH:6][CH:7]=1)[C:12]([F:13])([F:14])[F:15]. The yield is 0.850. (3) The product is [CH2:23]([O:22][C:14]1[CH:13]=[C:12]([O:11][CH2:10][CH2:9][NH:8][C:6]([O:5][C:1]([CH3:4])([CH3:2])[CH3:3])=[O:7])[CH:21]=[CH:20][C:15]=1[C:16]([O:18][CH3:19])=[O:17])[C:24]1[CH:29]=[CH:28][CH:27]=[CH:26][CH:25]=1. The yield is 0.640. The catalyst is C1COCC1.C(OCC)(=O)C. The reactants are [C:1]([O:5][C:6]([NH:8][CH2:9][CH2:10][O:11][C:12]1[CH:21]=[CH:20][C:15]([C:16]([O:18][CH3:19])=[O:17])=[C:14]([OH:22])[CH:13]=1)=[O:7])([CH3:4])([CH3:3])[CH3:2].[CH2:23](Cl)[C:24]1[CH:29]=[CH:28][CH:27]=[CH:26][CH:25]=1.C(=O)([O-])[O-].[K+].[K+].O. (4) The reactants are [CH2:1]([O:3][CH2:4][CH2:5][O:6][CH2:7][CH2:8][C:9]#[N:10])[CH3:2].[NH2:11][OH:12]. The catalyst is CCO. The product is [CH2:1]([O:3][CH2:4][CH2:5][O:6][CH2:7][CH2:8][C:9](=[N:11][OH:12])[NH2:10])[CH3:2]. The yield is 0.976. (5) The reactants are [F:1][C:2]1[C:8]([F:9])=[CH:7][CH:6]=[CH:5][C:3]=1[NH2:4].C(#N)C.[Br-:13].[Br-].[Br-].C([N+](CCCC)(CCCC)CCCC)CCC.C([N+](CCCC)(CCCC)CCCC)CCC.C([N+](CCCC)(CCCC)CCCC)CCC. The catalyst is O. The product is [Br:13][C:7]1[CH:6]=[CH:5][C:3]([NH2:4])=[C:2]([F:1])[C:8]=1[F:9]. The yield is 0.340. (6) The reactants are Cl.[NH2:2][CH:3]([CH2:23][C:24]1[CH:29]=[C:28]([F:30])[CH:27]=[C:26]([F:31])[CH:25]=1)[CH:4]([OH:22])[CH2:5][NH:6][CH:7]1[C:16]2[C:11](=[CH:12][CH:13]=[C:14]([CH2:17][C:18]([CH3:21])([CH3:20])[CH3:19])[CH:15]=2)[CH2:10][CH2:9][CH2:8]1.C(N(CC)C(C)C)(C)C.[F:41][CH2:42][C:43]([O-])=[O:44].[Na+].CN(C(ON1N=NC2C=CC=CC1=2)=[N+](C)C)C.F[P-](F)(F)(F)(F)F. The catalyst is C(Cl)Cl.O. The product is [F:31][C:26]1[CH:25]=[C:24]([CH:29]=[C:28]([F:30])[CH:27]=1)[CH2:23][CH:3]([NH:2][C:43](=[O:44])[CH2:42][F:41])[CH:4]([OH:22])[CH2:5][NH:6][CH:7]1[C:16]2[C:11](=[CH:12][CH:13]=[C:14]([CH2:17][C:18]([CH3:20])([CH3:21])[CH3:19])[CH:15]=2)[CH2:10][CH2:9][CH2:8]1. The yield is 0.470.